From a dataset of CYP3A4 inhibition data for predicting drug metabolism from PubChem BioAssay. Regression/Classification. Given a drug SMILES string, predict its absorption, distribution, metabolism, or excretion properties. Task type varies by dataset: regression for continuous measurements (e.g., permeability, clearance, half-life) or binary classification for categorical outcomes (e.g., BBB penetration, CYP inhibition). Dataset: cyp3a4_veith. (1) The drug is CCCC(=O)Nc1cccc(Oc2nc(C)cc(C)c2C#N)c1. The result is 1 (inhibitor). (2) The result is 1 (inhibitor). The molecule is COc1ccc(NC(=O)CCSc2cc(C)c3ccccc3n2)cc1. (3) The molecule is COCCNc1cc(-c2c(C)noc2C)ncn1. The result is 0 (non-inhibitor). (4) The molecule is COc1ccc(S(=O)(=O)N2CCCCCC2)cc1N(C)S(=O)(=O)c1ccc(Cl)cc1. The result is 0 (non-inhibitor). (5) The molecule is NC12CC3CC(CC(C3)C1)C2. The result is 0 (non-inhibitor). (6) The molecule is Nc1nc(N)c2nn(-c3ccc(C(=O)O)cc3)nc2n1. The result is 0 (non-inhibitor). (7) The molecule is O=C(O)c1cc2ccccc2c(S(=O)(=O)O)c1O. The result is 0 (non-inhibitor).